From a dataset of Full USPTO retrosynthesis dataset with 1.9M reactions from patents (1976-2016). Predict the reactants needed to synthesize the given product. Given the product [CH2:17]([N:5]1[C@@H:6]([CH2:7][OH:8])[C@H:2]([OH:1])[C@@H:3]([NH:9][C:10](=[O:12])[CH3:11])[CH2:4]1)[CH2:18][CH2:19][CH3:20], predict the reactants needed to synthesize it. The reactants are: [OH:1][C@H:2]1[C@H:6]([CH2:7][OH:8])[NH:5][CH2:4][C@@H:3]1[NH:9][C:10](=[O:12])[CH3:11].[BH3-]C#N.[Na+].[CH:17](=O)[CH2:18][CH2:19][CH3:20].